Dataset: Reaction yield outcomes from USPTO patents with 853,638 reactions. Task: Predict the reaction yield, written as a fraction of the theoretical maximum amount of product (1.0 means a 100% yield; for example, 0.34 means a 34% yield). (1) The reactants are [Si:1]([O:8][C@@H:9]1[CH2:14][C@@H:13]([CH2:15][OH:16])[O:12][C:11](=[O:17])[CH2:10]1)([C:4]([CH3:7])([CH3:6])[CH3:5])([CH3:3])[CH3:2].CC(OI1(OC(C)=O)(OC(C)=O)OC(=O)C2C=CC=CC1=2)=O. The catalyst is C(Cl)Cl. The product is [Si:1]([O:8][C@H:9]1[CH2:10][C:11](=[O:17])[O:12][C@H:13]([CH:15]=[O:16])[CH2:14]1)([C:4]([CH3:7])([CH3:6])[CH3:5])([CH3:3])[CH3:2]. The yield is 0.870. (2) The reactants are [CH3:1][C:2]1[CH:3]=[N:4][N:5]([CH2:7][C:8]2[CH:25]=[CH:24][C:11]([CH2:12][N:13]3[CH:17]=[C:16]([C:18]([O:20]CC)=[O:19])[C:15](=[O:23])[NH:14]3)=[CH:10][CH:9]=2)[CH:6]=1.[OH-].[Li+].O. The catalyst is C1COCC1.CO. The product is [CH3:1][C:2]1[CH:3]=[N:4][N:5]([CH2:7][C:8]2[CH:9]=[CH:10][C:11]([CH2:12][N:13]3[CH:17]=[C:16]([C:18]([OH:20])=[O:19])[C:15](=[O:23])[NH:14]3)=[CH:24][CH:25]=2)[CH:6]=1. The yield is 0.790. (3) The reactants are [CH:1]([C:3]1[CH:4]=[C:5]2[C:10](=[CH:11][CH:12]=1)[CH:9]([C:13]([O:15][CH2:16][CH3:17])=[O:14])[N:8]([C:18]([O:20][C:21]([CH3:24])([CH3:23])[CH3:22])=[O:19])[CH2:7][CH2:6]2)=[O:2].[BH4-].[Na+].[Cl-].[NH4+]. The catalyst is CO. The product is [OH:2][CH2:1][C:3]1[CH:4]=[C:5]2[C:10](=[CH:11][CH:12]=1)[CH:9]([C:13]([O:15][CH2:16][CH3:17])=[O:14])[N:8]([C:18]([O:20][C:21]([CH3:22])([CH3:24])[CH3:23])=[O:19])[CH2:7][CH2:6]2. The yield is 0.900. (4) The reactants are C(OC([O:8][C:9]1[CH:47]=[CH:46][C:45]([N:48]([CH2:53][CH:54]2[CH2:56][CH2:55]2)[S:49]([CH3:52])(=[O:51])=[O:50])=[CH:44][C:10]=1[C:11]([O:13][CH2:14][C:15]([O:17][C@H:18]([C:29]1[CH:34]=[CH:33][C:32]([O:35][CH:36]([F:38])[F:37])=[C:31]([O:39][CH2:40][CH:41]2[CH2:43][CH2:42]2)[CH:30]=1)[CH2:19][C:20]1[C:25]([Cl:26])=[CH:24][N+:23]([O-:27])=[CH:22][C:21]=1[Cl:28])=[O:16])=[O:12])=O)(C)(C)C.O1CCOCC1. The catalyst is C(Cl)Cl.Cl. The product is [Cl:28][C:21]1[CH:22]=[N+:23]([O-:27])[CH:24]=[C:25]([Cl:26])[C:20]=1[CH2:19][C@@H:18]([C:29]1[CH:34]=[CH:33][C:32]([O:35][CH:36]([F:37])[F:38])=[C:31]([O:39][CH2:40][CH:41]2[CH2:43][CH2:42]2)[CH:30]=1)[O:17][C:15](=[O:16])[CH2:14][O:13][C:11](=[O:12])[C:10]1[CH:44]=[C:45]([N:48]([CH2:53][CH:54]2[CH2:55][CH2:56]2)[S:49]([CH3:52])(=[O:51])=[O:50])[CH:46]=[CH:47][C:9]=1[OH:8]. The yield is 0.557. (5) The reactants are [C:1]([NH:4][CH2:5][CH2:6][CH:7]1[C:15]2[C:10](=[CH:11][CH:12]=[C:13]([NH:17][C:18](=O)[CH2:19][C:20]3[CH:25]=[CH:24][CH:23]=[CH:22][CH:21]=3)[C:14]=2[OH:16])[CH2:9][CH2:8]1)(=[O:3])[CH3:2].C1(C)C=CC(S([O-])(=O)=O)=CC=1.[NH+]1C=CC=CC=1. The catalyst is C1(C)C(C)=CC=CC=1. The product is [CH2:19]([C:18]1[O:16][C:14]2[C:15]3[CH:7]([CH2:6][CH2:5][NH:4][C:1](=[O:3])[CH3:2])[CH2:8][CH2:9][C:10]=3[CH:11]=[CH:12][C:13]=2[N:17]=1)[C:20]1[CH:21]=[CH:22][CH:23]=[CH:24][CH:25]=1. The yield is 0.280. (6) The reactants are [CH2:1]([C:3]1[S:7][C:6]([C:8]2C=C(C)O[N:9]=2)=[N:5][C:4]=1[OH:14])[CH3:2].[H-].[Na+].[F:33][C:32]([F:35])([F:34])[S:29](N([S:29]([C:32]([F:35])([F:34])[F:33])(=[O:31])=[O:30])C1C=CC=CC=1)(=[O:31])=[O:30].C1C[O:41][CH2:40][CH2:39]1. No catalyst specified. The product is [CH2:1]([C:3]1[S:7][C:6]([C:8]2[O:41][CH:40]=[CH:39][N:9]=2)=[N:5][C:4]=1[O:14][S:29]([C:32]([F:33])([F:34])[F:35])(=[O:30])=[O:31])[CH3:2]. The yield is 0.480. (7) The reactants are [CH:1]1([CH2:4][NH:5][C:6]2[CH:11]=[CH:10][C:9]([S:12]([CH2:15][CH3:16])(=[O:14])=[O:13])=[CH:8][C:7]=2[C:17]2[C:18]3[CH:27]=[CH:26][NH:25][C:19]=3[C:20](=[O:24])[N:21]([CH3:23])[CH:22]=2)[CH2:3][CH2:2]1.[CH:28](=O)[CH2:29][CH3:30].Cl. The catalyst is CO. The product is [CH:1]1([CH2:4][N:5]2[CH:28]([CH2:29][CH3:30])[C:27]3[C:18]4=[C:19]([C:20](=[O:24])[N:21]([CH3:23])[CH:22]=[C:17]4[C:7]4[CH:8]=[C:9]([S:12]([CH2:15][CH3:16])(=[O:13])=[O:14])[CH:10]=[CH:11][C:6]2=4)[NH:25][CH:26]=3)[CH2:3][CH2:2]1. The yield is 0.340. (8) The reactants are [C:1]([OH:7])([C:3]([F:6])([F:5])[F:4])=[O:2].C([SiH](C(C)C)C(C)C)(C)C.[NH:18]([C:56]([CH2:58][CH2:59][CH2:60][CH2:61][CH2:62][CH2:63][CH2:64][CH2:65][CH2:66][CH2:67][CH2:68][CH2:69][CH2:70][CH2:71][CH3:72])=[O:57])[CH2:19][C:20]([NH:22][C@H:23]([C:49]([O:51]C(C)(C)C)=[O:50])[CH2:24][C:25]1[N:29]=[CH:28][N:27](C(C2C=CC=CC=2)(C2C=CC=CC=2)C2C=CC=CC=2)[CH:26]=1)=[O:21]. The catalyst is O. The product is [NH:18]([C:56]([CH2:58][CH2:59][CH2:60][CH2:61][CH2:62][CH2:63][CH2:64][CH2:65][CH2:66][CH2:67][CH2:68][CH2:69][CH2:70][CH2:71][CH3:72])=[O:57])[CH2:19][C:20]([NH:22][C@H:23]([C:49]([OH:51])=[O:50])[CH2:24][C:25]1[N:29]=[CH:28][NH:27][CH:26]=1)=[O:21].[F:4][C:3]([C:1]([OH:7])=[O:2])([F:6])[F:5]. The yield is 0.930.